Dataset: Full USPTO retrosynthesis dataset with 1.9M reactions from patents (1976-2016). Task: Predict the reactants needed to synthesize the given product. (1) Given the product [C:18]([O:17][C:15]([NH:14][C@@H:8]([CH2:9][CH2:10][C:11]([O:13][C:35]([CH3:40])([CH3:36])[CH3:34])=[O:12])[C:6]([O:28][CH2:27][C@H:26]([O:25][N+:22]([O-:24])=[O:23])[CH2:29][O:30][N+:31]([O-:33])=[O:32])=[O:7])=[O:16])([CH3:19])([CH3:20])[CH3:21], predict the reactants needed to synthesize it. The reactants are: C(O[C:6]([C@@H:8]([NH:14][C:15]([O:17][C:18]([CH3:21])([CH3:20])[CH3:19])=[O:16])[CH2:9][CH2:10][C:11]([OH:13])=[O:12])=[O:7])(C)(C)C.[N+:22]([O:25][C@H:26]([CH2:29][O:30][N+:31]([O-:33])=[O:32])[CH2:27][OH:28])([O-:24])=[O:23].[CH3:34][C:35]1[CH:40]=CN=C(N)[C:36]=1C. (2) Given the product [NH2:27][CH2:26][CH2:25][N:8]([C:3]1[CH:4]=[CH:5][CH:6]=[CH:7][C:2]=1[Cl:1])[C:9]([C:11]1[S:24][C:14]2[C:15]3[CH:23]=[CH:22][CH:21]=[CH:20][C:16]=3[O:17][CH2:18][CH2:19][C:13]=2[CH:12]=1)=[O:10], predict the reactants needed to synthesize it. The reactants are: [Cl:1][C:2]1[CH:7]=[CH:6][CH:5]=[CH:4][C:3]=1[N:8]([CH2:25][CH2:26][NH:27]C(=O)OC(C)(C)C)[C:9]([C:11]1[S:24][C:14]2[C:15]3[CH:23]=[CH:22][CH:21]=[CH:20][C:16]=3[O:17][CH2:18][CH2:19][C:13]=2[CH:12]=1)=[O:10].C(Cl)Cl.C(O)(C(F)(F)F)=O. (3) Given the product [C:1]([C:4]1[C:33]2=[N:34][C:30]3=[CH:31][N:32]2[C:7]([N:8]2[CH2:9][CH2:10][C:11]([CH3:40])([O:12][CH2:13][CH2:14][CH2:15][CH2:16][C@H:17]([CH3:37])[O:18][C:19]4[CH:20]=[CH:21][C:22]([F:36])=[CH:23][C:24]=4[C:25]4[CH:35]=[C:29]3[CH:28]=[CH:27][CH:26]=4)[CH2:38][CH2:39]2)=[C:6]([C@H:41]([O:46][C:47]([CH3:50])([CH3:49])[CH3:48])[C:42]([OH:44])=[O:43])[C:5]=1[CH3:51])(=[O:3])[CH3:2], predict the reactants needed to synthesize it. The reactants are: [C:1]([C:4]1[C:33]2=[N:34][C:30]3=[CH:31][N:32]2[C:7]([N:8]2[CH2:39][CH2:38][C:11]([CH3:40])([O:12][CH2:13][CH2:14][CH2:15][CH2:16][C@H:17]([CH3:37])[O:18][C:19]4[CH:20]=[CH:21][C:22]([F:36])=[CH:23][C:24]=4[C:25]4[CH:35]=[C:29]3[CH:28]=[CH:27][CH:26]=4)[CH2:10][CH2:9]2)=[C:6]([C@H:41]([O:46][C:47]([CH3:50])([CH3:49])[CH3:48])[C:42]([O:44]C)=[O:43])[C:5]=1[CH3:51])(=[O:3])[CH3:2].C(O[C@@H](C1C(C)=CC2=NC3=C(Cl)N2C=1N1CCC(C)(OCCCC[C@H](C)OC2C=CC(C)=CC=2C2C=C3C=CC=2)CC1)C(O)=O)(C)(C)C. (4) Given the product [CH3:1][O:2][C:3]1[CH:4]=[CH:5][C:6]2[NH:12][C:11](=[O:13])[N:10]([CH:14]3[CH2:19][CH2:18][N:17]([C:22]4[CH:23]=[C:24]([C:28]([C:30]5[CH:40]=[C:39]([CH2:53][N:49]6[CH:50]=[CH:52][CH:56]=[N:57]6)[C:33]6[N:34]([CH3:38])[C:35](=[O:37])[O:36][C:32]=6[CH:31]=5)=[O:29])[N:25]=[CH:26][N:27]=4)[CH2:16][CH2:15]3)[CH2:9][CH2:8][C:7]=2[CH:20]=1, predict the reactants needed to synthesize it. The reactants are: [CH3:1][O:2][C:3]1[CH:4]=[CH:5][C:6]2[NH:12][C:11](=[O:13])[N:10]([CH:14]3[CH2:19][CH2:18][NH:17][CH2:16][CH2:15]3)[CH2:9][CH2:8][C:7]=2[CH:20]=1.Cl[C:22]1[N:27]=[CH:26][N:25]=[C:24]([C:28]([C:30]2[C:40](C)=[C:39](N3C=CC=N3)[C:33]3[N:34]([CH3:38])[C:35](=[O:37])[O:36][C:32]=3[CH:31]=2)=[O:29])[CH:23]=1.CC[N:49]([CH:53](C)C)[CH:50]([CH3:52])C.[CH3:56][N:57](C=O)C.